This data is from NCI-60 drug combinations with 297,098 pairs across 59 cell lines. The task is: Regression. Given two drug SMILES strings and cell line genomic features, predict the synergy score measuring deviation from expected non-interaction effect. (1) Drug 1: CC1CCC2CC(C(=CC=CC=CC(CC(C(=O)C(C(C(=CC(C(=O)CC(OC(=O)C3CCCCN3C(=O)C(=O)C1(O2)O)C(C)CC4CCC(C(C4)OC)OCCO)C)C)O)OC)C)C)C)OC. Drug 2: C1CC(=O)NC(=O)C1N2C(=O)C3=CC=CC=C3C2=O. Cell line: NCI/ADR-RES. Synergy scores: CSS=10.3, Synergy_ZIP=-1.61, Synergy_Bliss=2.49, Synergy_Loewe=-8.39, Synergy_HSA=-0.414. (2) Drug 1: C1=NC(=NC(=O)N1C2C(C(C(O2)CO)O)O)N. Drug 2: C#CCC(CC1=CN=C2C(=N1)C(=NC(=N2)N)N)C3=CC=C(C=C3)C(=O)NC(CCC(=O)O)C(=O)O. Cell line: KM12. Synergy scores: CSS=54.9, Synergy_ZIP=3.77, Synergy_Bliss=3.51, Synergy_Loewe=-13.3, Synergy_HSA=4.97. (3) Drug 1: CC1OCC2C(O1)C(C(C(O2)OC3C4COC(=O)C4C(C5=CC6=C(C=C35)OCO6)C7=CC(=C(C(=C7)OC)O)OC)O)O. Drug 2: C1CCC(C(C1)N)N.C(=O)(C(=O)[O-])[O-].[Pt+4]. Cell line: M14. Synergy scores: CSS=16.0, Synergy_ZIP=-4.09, Synergy_Bliss=-0.734, Synergy_Loewe=-1.61, Synergy_HSA=-1.50. (4) Drug 1: C1=C(C(=O)NC(=O)N1)N(CCCl)CCCl. Drug 2: C1CN(CCN1C(=O)CCBr)C(=O)CCBr. Cell line: RXF 393. Synergy scores: CSS=23.1, Synergy_ZIP=-2.72, Synergy_Bliss=2.30, Synergy_Loewe=0.434, Synergy_HSA=5.41.